From a dataset of Full USPTO retrosynthesis dataset with 1.9M reactions from patents (1976-2016). Predict the reactants needed to synthesize the given product. (1) Given the product [NH2:12][C:13]1[C:17]([NH:18][C:28]([NH:27][C:21]2[C:20]([CH3:19])=[CH:25][CH:24]=[CH:23][C:22]=2[CH3:26])=[S:29])=[CH:16][S:15][CH:14]=1, predict the reactants needed to synthesize it. The reactants are: C(N(C(C)C)C(C)C)C.Br.Br.[NH2:12][C:13]1[C:17]([NH2:18])=[CH:16][S:15][CH:14]=1.[CH3:19][C:20]1[CH:25]=[CH:24][CH:23]=[C:22]([CH3:26])[C:21]=1[N:27]=[C:28]=[S:29]. (2) Given the product [CH3:13][C:8]1[CH:7]=[CH:6][C:11]2=[N:1][C:2](=[O:3])[N:4]=[C:10]2[CH:9]=1, predict the reactants needed to synthesize it. The reactants are: [NH2:1][C:2]([NH2:4])=[O:3].N[C:6]1[CH:7]=[C:8]([CH3:13])[CH:9]=[CH:10][C:11]=1N. (3) Given the product [C:1]([O:5][C:6]([N:8]1[CH2:16][C:15]2[C:14]([N:21]([CH3:22])[CH3:19])=[N:13][C:12]([Cl:18])=[N:11][C:10]=2[CH2:9]1)=[O:7])([CH3:4])([CH3:3])[CH3:2], predict the reactants needed to synthesize it. The reactants are: [C:1]([O:5][C:6]([N:8]1[CH2:16][C:15]2[C:14](Cl)=[N:13][C:12]([Cl:18])=[N:11][C:10]=2[CH2:9]1)=[O:7])([CH3:4])([CH3:3])[CH3:2].[CH2:19]([N:21](CC)[CH2:22]C)C.CNC. (4) Given the product [Br:8][C:9]1[C:10]([CH:20]=[O:21])=[C:11]([F:17])[C:12]([O:15][CH3:16])=[CH:13][CH:14]=1, predict the reactants needed to synthesize it. The reactants are: C(NC(C)C)(C)C.[Br:8][C:9]1[CH:14]=[CH:13][C:12]([O:15][CH3:16])=[C:11]([F:17])[CH:10]=1.CN(C)[CH:20]=[O:21]. (5) Given the product [NH2:27][CH2:26][C:25]1[CH:24]=[CH:23][C:22]([CH2:21][N:12]([CH2:13][C:14]2[CH:19]=[CH:18][C:17]([F:20])=[CH:16][CH:15]=2)[S:9]([C:4]2[CH:5]=[C:6]([Cl:8])[CH:7]=[C:2]([Cl:1])[C:3]=2[OH:37])(=[O:11])=[O:10])=[CH:36][CH:35]=1, predict the reactants needed to synthesize it. The reactants are: [Cl:1][C:2]1[C:3]([OH:37])=[C:4]([S:9]([N:12]([CH2:21][C:22]2[CH:36]=[CH:35][C:25]([CH2:26][NH:27]C(=O)OC(C)(C)C)=[CH:24][CH:23]=2)[CH2:13][C:14]2[CH:19]=[CH:18][C:17]([F:20])=[CH:16][CH:15]=2)(=[O:11])=[O:10])[CH:5]=[C:6]([Cl:8])[CH:7]=1.C(O)(C(F)(F)F)=O. (6) The reactants are: [CH3:1][C:2]1[C:3]([C:12]([O:14]C)=[O:13])=[N:4][CH:5]=[C:6]([O:8][CH2:9][C:10]#[CH:11])[CH:7]=1.O.[OH-].[Li+].C1COCC1.Cl. Given the product [CH3:1][C:2]1[C:3]([C:12]([OH:14])=[O:13])=[N:4][CH:5]=[C:6]([O:8][CH2:9][C:10]#[CH:11])[CH:7]=1, predict the reactants needed to synthesize it. (7) Given the product [Cl:1][C:2]1[CH:3]=[C:4]([C:19]2[CH:24]=[CH:23][C:22]([F:25])=[CH:21][CH:20]=2)[CH:5]=[CH:6][C:7]=1[C:8]([NH:10][NH2:11])=[O:9], predict the reactants needed to synthesize it. The reactants are: [Cl:1][C:2]1[CH:3]=[C:4]([C:19]2[CH:24]=[CH:23][C:22]([F:25])=[CH:21][CH:20]=2)[CH:5]=[CH:6][C:7]=1[C:8]([NH:10][NH:11]C(OC(C)(C)C)=O)=[O:9].Cl.C(OCC)(=O)C.C(=O)([O-])O.[Na+].